Dataset: Catalyst prediction with 721,799 reactions and 888 catalyst types from USPTO. Task: Predict which catalyst facilitates the given reaction. (1) Reactant: Cl.Cl.[NH:3]1[CH2:8][CH2:7][CH:6](/[CH:9]=[C:10]2/[C:11]([NH:16][CH2:17][C:18]#[CH:19])=[N:12][C:13](=[O:15])[S:14]/2)[CH2:5][CH2:4]1.[C:20](=O)([O-])[O-].[K+].[K+].Br[CH2:27][C:28]1[CH:35]=[CH:34][C:31]([C:32]#[N:33])=[CH:30][C:29]=1[C:36]([F:39])([F:38])[F:37].[OH2:40]. Product: [OH:40][C:18]([CH3:20])([CH3:19])[CH2:17][NH:16][C:11]1=[N:12][C:13](=[O:15])[S:14]/[C:10]/1=[CH:9]\[CH:6]1[CH2:7][CH2:8][N:3]([CH2:27][C:28]2[CH:35]=[CH:34][C:31]([C:32]#[N:33])=[CH:30][C:29]=2[C:36]([F:39])([F:38])[F:37])[CH2:4][CH2:5]1. The catalyst class is: 3. (2) Reactant: [C:1]([O:5][C:6](=[O:12])[C@@H:7]([CH:9]([CH3:11])[CH3:10])[NH2:8])([CH3:4])([CH3:3])[CH3:2].CCN(CC)CC.[Cl:20][C:21]1[C:30]2[C:25](=[CH:26][CH:27]=[C:28]([S:31](Cl)(=[O:33])=[O:32])[CH:29]=2)[C:24]([Cl:35])=[CH:23][N:22]=1. Product: [C:1]([O:5][C:6](=[O:12])[C@@H:7]([CH:9]([CH3:10])[CH3:11])[NH:8][S:31]([C:28]1[CH:29]=[C:30]2[C:25]([C:24]([Cl:35])=[CH:23][N:22]=[C:21]2[Cl:20])=[CH:26][CH:27]=1)(=[O:33])=[O:32])([CH3:4])([CH3:3])[CH3:2]. The catalyst class is: 2. (3) Reactant: [N:1]1[N:2]=[N:3][N:4]2[CH:8]([C:9]([O:11]C)=[O:10])[CH2:7][CH2:6][C:5]=12.[Li+].[OH-]. Product: [N:1]1[N:2]=[N:3][N:4]2[CH:8]([C:9]([OH:11])=[O:10])[CH2:7][CH2:6][C:5]=12. The catalyst class is: 278. (4) Reactant: Cl.[F:2][C:3]1([F:8])[CH2:7][CH2:6][NH:5][CH2:4]1.[C:9]([O:13][C:14]([N:16]1[CH2:19][C:18](=O)[CH2:17]1)=[O:15])([CH3:12])([CH3:11])[CH3:10].C(N(CC)CC)C.C(O[BH-](OC(=O)C)OC(=O)C)(=O)C.[Na+]. Product: [C:9]([O:13][C:14]([N:16]1[CH2:19][CH:18]([N:5]2[CH2:6][CH2:7][C:3]([F:8])([F:2])[CH2:4]2)[CH2:17]1)=[O:15])([CH3:12])([CH3:10])[CH3:11]. The catalyst class is: 279. (5) Reactant: [N+:1]([C:4]1[CH:16]=[CH:15][C:7]([CH2:8][N:9]2[CH2:14][CH2:13][CH2:12][CH2:11][CH2:10]2)=[CH:6][CH:5]=1)([O-])=O. Product: [N:9]1([CH2:8][C:7]2[CH:6]=[CH:5][C:4]([NH2:1])=[CH:16][CH:15]=2)[CH2:14][CH2:13][CH2:12][CH2:11][CH2:10]1. The catalyst class is: 19. (6) Reactant: [F:1][C:2]1[CH:7]=[CH:6][C:5]([CH2:8][CH2:9][CH2:10][CH2:11][CH2:12][CH2:13][CH2:14][C:15]([OH:17])=O)=[CH:4][C:3]=1[CH3:18].C(N(CC)CC)C.C(Cl)(=O)C(C)(C)C.[Li+].[Cl-].[CH:35]([C@@H:38]1[CH2:42][O:41][C:40](=[O:43])[NH:39]1)([CH3:37])[CH3:36]. Product: [F:1][C:2]1[CH:7]=[CH:6][C:5]([CH2:8][CH2:9][CH2:10][CH2:11][CH2:12][CH2:13][CH2:14][C:15]([N:39]2[C@H:38]([CH:35]([CH3:37])[CH3:36])[CH2:42][O:41][C:40]2=[O:43])=[O:17])=[CH:4][C:3]=1[CH3:18]. The catalyst class is: 56. (7) Reactant: [CH2:1]([C@H:5]1[CH2:9][C@H:8]([C:10]2[CH:15]=[CH:14][C:13]([F:16])=[CH:12][CH:11]=2)[O:7][C:6]1=[O:17])/[CH:2]=[CH:3]/[CH3:4]. Product: [CH2:1]([C@H:5]1[CH2:9][C@H:8]([C:10]2[CH:11]=[CH:12][C:13]([F:16])=[CH:14][CH:15]=2)[O:7][C:6]1=[O:17])[CH2:2][CH2:3][CH3:4]. The catalyst class is: 48. (8) Reactant: Br[C:2]1[CH:3]=[C:4]([CH:8]=[C:9]([N+:11]([O-:13])=[O:12])[CH:10]=1)[C:5]([OH:7])=[O:6].COC1C=C([N:25]2[CH:29]=[N:28][CH:27]=[N:26]2)C=C([N+]([O-])=O)C=1. Product: [N+:11]([C:9]1[CH:8]=[C:4]([CH:3]=[C:2]([N:25]2[CH:29]=[N:28][CH:27]=[N:26]2)[CH:10]=1)[C:5]([OH:7])=[O:6])([O-:13])=[O:12]. The catalyst class is: 5. (9) Reactant: C(OC(=O)[NH:7][CH:8]1[CH2:13][CH2:12][CH:11]([NH:14][S:15]([C:18]2[CH:23]=[CH:22][C:21]([F:24])=[C:20]([C:25](=[O:35])[NH:26][C:27]3[CH:32]=[CH:31][C:30]([F:33])=[C:29]([F:34])[CH:28]=3)[CH:19]=2)(=[O:17])=[O:16])[CH2:10][CH2:9]1)(C)(C)C.[ClH:37]. Product: [ClH:37].[NH2:7][CH:8]1[CH2:13][CH2:12][CH:11]([NH:14][S:15]([C:18]2[CH:23]=[CH:22][C:21]([F:24])=[C:20]([CH:19]=2)[C:25]([NH:26][C:27]2[CH:32]=[CH:31][C:30]([F:33])=[C:29]([F:34])[CH:28]=2)=[O:35])(=[O:16])=[O:17])[CH2:10][CH2:9]1.[ClH:37]. The catalyst class is: 12. (10) Reactant: Cl[C:2]1[C:7]([Cl:8])=[CH:6][CH:5]=[CH:4][N:3]=1.O.C([O-])([O-])=O.[Na+].[Na+].B(O)(O)[C:17]1[CH:22]=[CH:21][C:20]([C:23]([OH:25])=[O:24])=[CH:19][CH:18]=1. Product: [Cl:8][C:7]1[C:2]([C:17]2[CH:22]=[CH:21][C:20]([C:23]([OH:25])=[O:24])=[CH:19][CH:18]=2)=[N:3][CH:4]=[CH:5][CH:6]=1. The catalyst class is: 104.